From a dataset of Full USPTO retrosynthesis dataset with 1.9M reactions from patents (1976-2016). Predict the reactants needed to synthesize the given product. (1) Given the product [OH:26][CH2:27][C@@H:28]1[O:32][N:31]=[C:30]([C:33]2[CH:34]=[CH:35][C:36]([C:39]3[CH:40]=[CH:41][C:42]([N:45]4[CH2:49][C@H:48]([CH2:50][NH:51][C:52](=[O:54])[CH3:53])[O:47][C:46]4=[O:55])=[CH:43][CH:44]=3)=[CH:37][CH:38]=2)[CH2:29]1, predict the reactants needed to synthesize it. The reactants are: [F-].C([N+](CCCC)(CCCC)CCCC)CCC.[Si]([O:26][CH2:27][C@@H:28]1[O:32][N:31]=[C:30]([C:33]2[CH:38]=[CH:37][C:36]([C:39]3[CH:44]=[CH:43][C:42]([N:45]4[CH2:49][C@H:48]([CH2:50][NH:51][C:52](=[O:54])[CH3:53])[O:47][C:46]4=[O:55])=[CH:41][CH:40]=3)=[CH:35][CH:34]=2)[CH2:29]1)(C(C)(C)C)(C)C.C(OCC)(=O)C. (2) The reactants are: [F:1][C:2]([F:18])([F:17])[C:3]1[CH:8]=[CH:7][C:6]([C:9]2[CH:14]=[CH:13][C:12]([CH:15]=O)=[CH:11][CH:10]=2)=[CH:5][CH:4]=1.[CH3:19][C:20]([S@:23]([NH2:25])=[O:24])([CH3:22])[CH3:21].ClCCl.C(=O)(O)[O-].[Na+]. Given the product [CH3:19][C:20]([S@:23](/[N:25]=[CH:15]/[C:12]1[CH:13]=[CH:14][C:9]([C:6]2[CH:7]=[CH:8][C:3]([C:2]([F:18])([F:17])[F:1])=[CH:4][CH:5]=2)=[CH:10][CH:11]=1)=[O:24])([CH3:22])[CH3:21], predict the reactants needed to synthesize it.